Dataset: Forward reaction prediction with 1.9M reactions from USPTO patents (1976-2016). Task: Predict the product of the given reaction. (1) Given the reactants CON(C)[C:4]([C:6]1[N:7]=[CH:8][C:9]2[C:14]([CH:15]=1)=[CH:13][CH:12]=[CH:11][CH:10]=2)=[O:5].CC(C[AlH]CC(C)C)C, predict the reaction product. The product is: [CH:8]1[C:9]2[C:14](=[CH:13][CH:12]=[CH:11][CH:10]=2)[CH:15]=[C:6]([CH:4]=[O:5])[N:7]=1. (2) The product is: [CH2:13]1[C:7]2=[C:6]3[C:11](=[CH:10][CH:9]=[CH:8]2)[CH2:12][CH:3]([CH2:2][N:5]2[CH2:4][CH2:3][C:23]4([C:8]5[C:7](=[CH:6][CH:11]=[CH:10][CH:9]=5)[CH2:13][CH2:14]4)[CH2:21][CH2:22]2)[CH2:4][N:5]3[CH2:14]1. Given the reactants O[CH2:2][CH:3]1[CH2:12][C:11]2[C:6]3=[C:7]([CH2:13][CH2:14][N:5]3[CH2:4]1)[CH:8]=[CH:9][CH:10]=2.C([O-])([O-])=O.[K+].[K+].[CH:21](O)([CH3:23])[CH3:22], predict the reaction product. (3) Given the reactants Cl.[NH2:2][CH:3]([CH2:30][C:31]1[CH:36]=[CH:35][C:34]([F:37])=[CH:33][CH:32]=1)[C:4]([N:6]1[CH2:11][CH2:10][N:9]([CH:12]([CH2:17][C:18]2[CH:27]=[CH:26][C:25]3[C:20](=[CH:21][CH:22]=[CH:23][CH:24]=3)[CH:19]=2)[C:13]([NH:15][CH3:16])=[O:14])[CH2:8][CH:7]1[CH2:28][CH3:29])=[O:5].[NH2:38][C:39]([CH3:44])([CH3:43])[C:40](O)=[O:41].ON1C2C=C[CH:53]=[CH:54][C:49]=2N=N1.[CH3:55]N1CCOCC1.CC[O:64][C:65](C)=[O:66], predict the reaction product. The product is: [C:54]([O:66][C:65](=[O:64])[NH:38][C:39]([C:40](=[O:41])[NH:2][CH:3]([CH2:30][C:31]1[CH:36]=[CH:35][C:34]([F:37])=[CH:33][CH:32]=1)[C:4]([N:6]1[CH2:11][CH2:10][N:9]([CH:12]([C:13](=[O:14])[NH:15][CH3:16])[CH2:17][C:18]2[CH:27]=[CH:26][C:25]3[C:20](=[CH:21][CH:22]=[CH:23][CH:24]=3)[CH:19]=2)[CH2:8][CH:7]1[CH2:28][CH3:29])=[O:5])([CH3:44])[CH3:43])([CH3:53])([CH3:49])[CH3:55]. (4) Given the reactants [NH2:1][CH2:2][CH2:3][N:4]1[C:12]2[C:11]([NH:13][C:14]3[CH:33]=[CH:32][C:17]([O:18][C:19]4[CH:20]=[CH:21][C:22]([F:31])=[C:23]([CH:30]=4)[C:24]([NH:26][CH:27]4[CH2:29][CH2:28]4)=[O:25])=[C:16]([Cl:34])[CH:15]=3)=[N:10][CH:9]=[N:8][C:7]=2[CH:6]=[CH:5]1.[C:35](O)(=[O:37])[CH3:36].Cl.C(N=C=NCCCN(C)C)C.ON1C2C=CC=CC=2N=N1, predict the reaction product. The product is: [C:35]([NH:1][CH2:2][CH2:3][N:4]1[C:12]2[C:11]([NH:13][C:14]3[CH:33]=[CH:32][C:17]([O:18][C:19]4[CH:20]=[CH:21][C:22]([F:31])=[C:23]([CH:30]=4)[C:24]([NH:26][CH:27]4[CH2:28][CH2:29]4)=[O:25])=[C:16]([Cl:34])[CH:15]=3)=[N:10][CH:9]=[N:8][C:7]=2[CH:6]=[CH:5]1)(=[O:37])[CH3:36]. (5) Given the reactants O[C:2]1[N:7]2[N:8]=[CH:9][CH:10]=[C:6]2[N:5]=[C:4]([CH3:11])[C:3]=1[CH2:12][C:13]([O:15][CH2:16][CH3:17])=[O:14].P(Cl)(Cl)([Cl:20])=O, predict the reaction product. The product is: [Cl:20][C:2]1[N:7]2[N:8]=[CH:9][CH:10]=[C:6]2[N:5]=[C:4]([CH3:11])[C:3]=1[CH2:12][C:13]([O:15][CH2:16][CH3:17])=[O:14]. (6) Given the reactants [CH3:1][C:2]1([CH3:34])[C:11]2[C:6](=[CH:7][C:8]([NH:12][C:13]([N:15]3[CH2:20][CH2:19][N:18]([C:21]4[C:26]([Cl:27])=[CH:25][CH:24]=[CH:23][N:22]=4)[CH2:17][CH2:16]3)=[O:14])=[CH:9][CH:10]=2)[N:5](C(=O)C(F)(F)F)[CH2:4][CH2:3]1.C(=O)([O-])[O-].[K+].[K+], predict the reaction product. The product is: [CH3:1][C:2]1([CH3:34])[C:11]2[C:6](=[CH:7][C:8]([NH:12][C:13]([N:15]3[CH2:16][CH2:17][N:18]([C:21]4[C:26]([Cl:27])=[CH:25][CH:24]=[CH:23][N:22]=4)[CH2:19][CH2:20]3)=[O:14])=[CH:9][CH:10]=2)[NH:5][CH2:4][CH2:3]1. (7) Given the reactants [CH3:1][NH:2][S:3]([CH2:6][CH2:7][C:8]1[CH:9]=[C:10]2[C:14](=[CH:15][CH:16]=1)[NH:13][CH:12]=[C:11]2[CH:17]1[CH2:22][CH2:21][N:20]([CH3:23])[CH2:19][CH2:18]1)(=[O:5])=[O:4].CC(O)C.[ClH:28], predict the reaction product. The product is: [ClH:28].[CH3:1][NH:2][S:3]([CH2:6][CH2:7][C:8]1[CH:9]=[C:10]2[C:14](=[CH:15][CH:16]=1)[NH:13][CH:12]=[C:11]2[CH:17]1[CH2:22][CH2:21][N:20]([CH3:23])[CH2:19][CH2:18]1)(=[O:4])=[O:5].